From a dataset of Forward reaction prediction with 1.9M reactions from USPTO patents (1976-2016). Predict the product of the given reaction. (1) Given the reactants [CH2:1]([O:3][C:4](=[O:19])[C:5](=[C:10]1[CH:15]=[C:14]([CH3:16])[C:13](=[O:17])[C:12]([CH3:18])=[CH:11]1)[C:6]([F:9])([F:8])[F:7])[CH3:2].[NH2:20][C:21]1[CH:28]=[CH:27][C:24]([C:25]#[N:26])=[CH:23][CH:22]=1.C1(C)C=CC=CC=1.Cl, predict the reaction product. The product is: [CH2:1]([O:3][C:4](=[O:19])[C:5]([NH:20][C:21]1[CH:28]=[CH:27][C:24]([C:25]#[N:26])=[CH:23][CH:22]=1)([C:10]1[CH:15]=[C:14]([CH3:16])[C:13]([OH:17])=[C:12]([CH3:18])[CH:11]=1)[C:6]([F:7])([F:8])[F:9])[CH3:2]. (2) Given the reactants [NH2:1][C@H:2]([C:23]1[CH:28]=[CH:27][CH:26]=[CH:25][CH:24]=1)[CH2:3][CH2:4][N:5]1[CH2:10][CH2:9][CH:8]([C:11]2[CH:12]=[C:13]([NH:17][C:18](=[O:22])[CH:19]([CH3:21])[CH3:20])[CH:14]=[CH:15][CH:16]=2)[CH2:7][CH2:6]1.[Cl:29][C:30]1[CH:31]=[C:32]([CH:42]=[C:43]([Cl:45])[CH:44]=1)[O:33][C:34]1[NH:38][C:37]([C:39](Cl)=[O:40])=[CH:36][CH:35]=1, predict the reaction product. The product is: [Cl:29][C:30]1[CH:31]=[C:32]([CH:42]=[C:43]([Cl:45])[CH:44]=1)[O:33][C:34]1[NH:38][C:37]([C:39]([NH:1][C@H:2]([C:23]2[CH:24]=[CH:25][CH:26]=[CH:27][CH:28]=2)[CH2:3][CH2:4][N:5]2[CH2:10][CH2:9][CH:8]([C:11]3[CH:16]=[CH:15][CH:14]=[C:13]([NH:17][C:18](=[O:22])[CH:19]([CH3:21])[CH3:20])[CH:12]=3)[CH2:7][CH2:6]2)=[O:40])=[CH:36][CH:35]=1. (3) Given the reactants [CH3:1][O:2][C:3]1[CH:4]=[C:5]([OH:11])[CH:6]=[CH:7][C:8]=1[O:9][CH3:10].CCN(C(C)C)C(C)C.[CH3:21][O:22][CH2:23]Cl, predict the reaction product. The product is: [CH3:10][O:9][C:8]1[CH:7]=[CH:6][C:5]([O:11][CH2:21][O:22][CH3:23])=[CH:4][C:3]=1[O:2][CH3:1]. (4) Given the reactants [CH:1]([N:4]1[C:12]2[CH:11]=[C:10]([O:13][CH3:14])[CH:9]=[C:8]([C:15]([OH:17])=[O:16])[C:7]=2[CH:6]=[CH:5]1)([CH3:3])[CH3:2].OS(O)(=O)=O.[CH3:23]O, predict the reaction product. The product is: [CH3:23][O:16][C:15]([C:8]1[C:7]2[CH:6]=[CH:5][N:4]([CH:1]([CH3:3])[CH3:2])[C:12]=2[CH:11]=[C:10]([O:13][CH3:14])[CH:9]=1)=[O:17]. (5) Given the reactants [C:1]([C:3]1[CH:4]=[C:5]([CH:10]=[C:11]([CH3:13])[CH:12]=1)[C:6]([O:8][CH3:9])=[O:7])#[N:2].[ClH:14].NCC1C=C(C=C(OC)C=1)C(OC)=O, predict the reaction product. The product is: [ClH:14].[NH2:2][CH2:1][C:3]1[CH:4]=[C:5]([CH:10]=[C:11]([CH3:13])[CH:12]=1)[C:6]([O:8][CH3:9])=[O:7]. (6) Given the reactants [S:1]1[C:5]2[CH:6]=[C:7]([NH:10][C:11]([NH:13][C:14]([CH3:18])([CH3:17])[CH2:15]Cl)=[O:12])[CH:8]=[CH:9][C:4]=2[N:3]=[CH:2]1.[H-].[Na+].CO, predict the reaction product. The product is: [S:1]1[C:5]2[CH:6]=[C:7]([N:10]3[CH2:15][C:14]([CH3:18])([CH3:17])[NH:13][C:11]3=[O:12])[CH:8]=[CH:9][C:4]=2[N:3]=[CH:2]1. (7) Given the reactants [Cl-].[CH3:2][O:3][CH2:4][P+](C1C=CC=CC=1)(C1C=CC=CC=1)C1C=CC=CC=1.[Li]CCCC.[CH3:29][C:30]1([CH3:37])[CH2:35][CH2:34][C:33](=O)[CH2:32][CH2:31]1.[Cl-].[NH4+], predict the reaction product. The product is: [CH3:29][C:30]1([CH3:37])[CH2:35][CH2:34][C:33](=[CH:2][O:3][CH3:4])[CH2:32][CH2:31]1. (8) Given the reactants [C:1]([O:5][C:6]([N:8]1[C@@H:16]2[C@@H:11]([CH2:12][CH2:13][CH2:14][CH2:15]2)[CH2:10][C@H:9]1[C:17](=[NH:20])[NH:18][OH:19])=[O:7])([CH3:4])([CH3:3])[CH3:2].[O:21]1CCC[CH2:22]1, predict the reaction product. The product is: [C:1]([O:5][C:6]([N:8]1[C@@H:16]2[C@@H:11]([CH2:12][CH2:13][CH2:14][CH2:15]2)[CH2:10][C@H:9]1[C:17]1[NH:20][C:22](=[O:21])[O:19][N:18]=1)=[O:7])([CH3:4])([CH3:2])[CH3:3]. (9) Given the reactants [Cl:1][C:2]1[S:6][C:5]([C:7]2[CH:12]=[CH:11][C:10]([S:13]([NH:16][C:17]3[C:27]([O:28][CH3:29])=[CH:26][C:20]4[CH2:21][CH2:22][NH:23][CH2:24][CH2:25][C:19]=4[CH:18]=3)(=[O:15])=[O:14])=[CH:9][CH:8]=2)=[CH:4][CH:3]=1.[CH2:30](N(CC)CC)C.C=O.C(O[BH-](OC(=O)C)OC(=O)C)(=O)C.[Na+], predict the reaction product. The product is: [Cl:1][C:2]1[S:6][C:5]([C:7]2[CH:8]=[CH:9][C:10]([S:13]([NH:16][C:17]3[C:27]([O:28][CH3:29])=[CH:26][C:20]4[CH2:21][CH2:22][N:23]([CH3:30])[CH2:24][CH2:25][C:19]=4[CH:18]=3)(=[O:15])=[O:14])=[CH:11][CH:12]=2)=[CH:4][CH:3]=1. (10) The product is: [CH2:14]([C@H:6]1[N:5]([CH:16]([CH3:18])[CH3:17])[C:4]2[N:3]=[C:2]([N:26]3[CH:27]=[CH:28][N:29]=[C:25]3[C:19]3[CH:24]=[CH:23][CH:22]=[CH:21][CH:20]=3)[N:11]=[CH:10][C:9]=2[N:8]([CH3:12])[C:7]1=[O:13])[CH3:15]. Given the reactants Cl[C:2]1[N:11]=[CH:10][C:9]2[N:8]([CH3:12])[C:7](=[O:13])[C@@H:6]([CH2:14][CH3:15])[N:5]([CH:16]([CH3:18])[CH3:17])[C:4]=2[N:3]=1.[C:19]1([C:25]2[NH:26][CH:27]=[CH:28][N:29]=2)[CH:24]=[CH:23][CH:22]=[CH:21][CH:20]=1.CN[C@@H]1CCCC[C@H]1NC.C([O-])([O-])=O.[K+].[K+], predict the reaction product.